From a dataset of Full USPTO retrosynthesis dataset with 1.9M reactions from patents (1976-2016). Predict the reactants needed to synthesize the given product. (1) Given the product [O:21]1[CH2:22][CH:19]([N:16]2[CH2:15][C:12]3([CH2:13][CH2:14]3)[NH:11][CH2:18][CH2:17]2)[CH2:20]1, predict the reactants needed to synthesize it. The reactants are: C(OC([N:11]1[CH2:18][CH2:17][N:16]([CH:19]2[CH2:22][O:21][CH2:20]2)[CH2:15][C:12]21[CH2:14][CH2:13]2)=O)C1C=CC=CC=1. (2) Given the product [OH:12][CH2:11][C:8]1[CH:9]=[CH:10][C:5]2[S:4][CH:3]=[C:2]([C:15]3[C:16]([CH3:20])=[CH:17][CH:18]=[CH:19][C:14]=3[CH3:13])[C:6]=2[CH:7]=1, predict the reactants needed to synthesize it. The reactants are: Br[C:2]1[C:6]2[CH:7]=[C:8]([CH2:11][OH:12])[CH:9]=[CH:10][C:5]=2[S:4][CH:3]=1.[CH3:13][C:14]1[CH:19]=[CH:18][CH:17]=[C:16]([CH3:20])[C:15]=1B(O)O.C([O-])([O-])=O.[Cs+].[Cs+].